This data is from Reaction yield outcomes from USPTO patents with 853,638 reactions. The task is: Predict the reaction yield, written as a fraction of the theoretical maximum amount of product (1.0 means a 100% yield; for example, 0.34 means a 34% yield). (1) The reactants are [Br:1][C:2]1[CH:7]=[C:6]([Cl:8])[C:5]([S:9](Cl)(=[O:11])=[O:10])=[C:4]([Cl:13])[CH:3]=1.[NH2:14][C:15]1[C:16]([CH3:21])=[N:17][O:18][C:19]=1[CH3:20]. The catalyst is N1C=CC=CC=1. The product is [Br:1][C:2]1[CH:7]=[C:6]([Cl:8])[C:5]([S:9]([NH:14][C:15]2[C:16]([CH3:21])=[N:17][O:18][C:19]=2[CH3:20])(=[O:11])=[O:10])=[C:4]([Cl:13])[CH:3]=1. The yield is 0.490. (2) The reactants are [NH2:1][C:2]1[CH:7]=[CH:6][C:5]([C:8]2[CH:13]=[CH:12][C:11]([C:14]34[CH2:21][CH2:20][C:17]([CH2:22][C:23]([O:25][CH3:26])=[O:24])([CH2:18][CH2:19]3)[O:16][CH2:15]4)=[CH:10][CH:9]=2)=[CH:4][CH:3]=1.C(O)[C:28]1[CH:33]=[CH:32][CH:31]=[CH:30][CH:29]=1. The catalyst is C1(C)C=CC=CC=1.CCOC(C)=O.CC(C)[O-].[Ti+4].CC(C)[O-].CC(C)[O-].CC(C)[O-]. The product is [NH2:1][C:2]1[CH:3]=[CH:4][C:5]([C:8]2[CH:9]=[CH:10][C:11]([C:14]34[CH2:19][CH2:18][C:17]([CH2:22][C:23]([O:25][CH2:26][C:28]5[CH:33]=[CH:32][CH:31]=[CH:30][CH:29]=5)=[O:24])([CH2:20][CH2:21]3)[O:16][CH2:15]4)=[CH:12][CH:13]=2)=[CH:6][CH:7]=1. The yield is 0.688. (3) The reactants are ClC[CH:3]([C:12]1[CH:17]=[CH:16][CH:15]=[CH:14][CH:13]=1)[CH2:4][Si:5]([O:10][CH3:11])([O:8][CH3:9])[O:6][CH3:7].[CH2:18]([NH:23][CH2:24][CH2:25][CH2:26][CH2:27][CH3:28])[CH2:19][CH2:20][CH2:21][CH3:22].[CH2:29]1COCC1. No catalyst specified. The product is [CH2:24]([N:23]([CH2:29][CH2:11][O:10][Si:5]([CH2:4][CH2:3][C:12]1[CH:13]=[CH:14][CH:15]=[CH:16][CH:17]=1)([O:6][CH3:7])[O:8][CH3:9])[CH2:18][CH2:19][CH2:20][CH2:21][CH3:22])[CH2:25][CH2:26][CH2:27][CH3:28]. The yield is 0.660.